This data is from Reaction yield outcomes from USPTO patents with 853,638 reactions. The task is: Predict the reaction yield, written as a fraction of the theoretical maximum amount of product (1.0 means a 100% yield; for example, 0.34 means a 34% yield). The reactants are [Cl:1][C:2]1[C:7](Br)=[CH:6][CH:5]=[CH:4][N:3]=1.[C:9]([O:13][C:14]([N:16]1[CH2:21][CH2:20][NH:19][CH2:18][CH2:17]1)=[O:15])([CH3:12])([CH3:11])[CH3:10].CC(C)([O-])C.[Na+].C1(P(C2C=CC=CC=2)C2C3OC4C(=CC=CC=4P(C4C=CC=CC=4)C4C=CC=CC=4)C(C)(C)C=3C=CC=2)C=CC=CC=1. The catalyst is C1(C)C=CC=CC=1.C1C=CC(/C=C/C(/C=C/C2C=CC=CC=2)=O)=CC=1.C1C=CC(/C=C/C(/C=C/C2C=CC=CC=2)=O)=CC=1.C1C=CC(/C=C/C(/C=C/C2C=CC=CC=2)=O)=CC=1.[Pd].[Pd].O. The product is [C:9]([O:13][C:14]([N:16]1[CH2:21][CH2:20][N:19]([C:7]2[C:2]([Cl:1])=[N:3][CH:4]=[CH:5][CH:6]=2)[CH2:18][CH2:17]1)=[O:15])([CH3:12])([CH3:10])[CH3:11]. The yield is 0.510.